From a dataset of NCI-60 drug combinations with 297,098 pairs across 59 cell lines. Regression. Given two drug SMILES strings and cell line genomic features, predict the synergy score measuring deviation from expected non-interaction effect. Synergy scores: CSS=-1.18, Synergy_ZIP=0.725, Synergy_Bliss=-1.24, Synergy_Loewe=0.956, Synergy_HSA=-4.29. Drug 1: CC1C(C(CC(O1)OC2CC(CC3=C2C(=C4C(=C3O)C(=O)C5=C(C4=O)C(=CC=C5)OC)O)(C(=O)CO)O)N)O.Cl. Drug 2: COC1=C2C(=CC3=C1OC=C3)C=CC(=O)O2. Cell line: HCT116.